The task is: Binary Classification. Given a miRNA mature sequence and a target amino acid sequence, predict their likelihood of interaction.. This data is from Experimentally validated miRNA-target interactions with 360,000+ pairs, plus equal number of negative samples. (1) The miRNA is hsa-miR-29b-1-5p with sequence GCUGGUUUCAUAUGGUGGUUUAGA. The protein sequence of the target gene is MANASEPGGSGGGEAAALGLKLATLSLLLCVSLAGNVLFALLIVRERSLHRAPYYLLLDLCLADGLRALACLPAVMLAARRAAAAAGAPPGALGCKLLAFLAALFCFHAAFLLLGVGVTRYLAIAHHRFYAERLAGWPCAAMLVCAAWALALAAAFPPVLDGGGDDEDAPCALEQRPDGAPGALGFLLLLAVVVGATHLVYLRLLFFIHDRRKMRPARLVPAVSHDWTFHGPGATGQAAANWTAGFGRGPTPPALVGIRPAGPGRGARRLLVLEEFKTEKRLCKMFYAVTLLFLLLWGPY.... Result: 0 (no interaction). (2) The miRNA is hsa-miR-185-5p with sequence UGGAGAGAAAGGCAGUUCCUGA. The protein sequence of the target gene is MESTAYPLNLSLKEEEEEEEIQSRELEDGPADMQKVRICSEGGWVPALFDEVAIYFSDEEWEVLTEQQKALYREVMRMNYETVLSLEFPFPKPDMITRLEGEEESQNSDEWQLQGGTSAENEESDVKPPDWPNPMNATSQFPQPQHFDSFGLRLPRDITELPEWSEGYPFYMAMGFPGYDLSADDIAGKFQFSRGMRRSYDAGFKLMVVEYAESTNNCQAAKQFGVLEKNVRDWRKVKPQLQNAHAMRRAFRGPKNGRFALVDQRVAEYVRYMQAKGDPITREAMQLKALEIAQEMNIPE.... Result: 1 (interaction). (3) The miRNA is hsa-miR-194-5p with sequence UGUAACAGCAACUCCAUGUGGA. The protein sequence of the target gene is MDFREILMIASKGQGVNNVPKRYSLAVGPPKKDPKVKGVQSAAVQAFLKRKEEELRRKALEEKRRKEELVKKRIELKHDKKARAMAKRTKDNFHGYNGIPIEEKSKKRQATESHTSQGTDREYEMEEENEFLEYNHAESEQEYEEEQEPPKVESKPKVPLKSAPPPMNFTDLLRLAEKKQFEPVEIKVVKKSEERPMTAEELREREFLERKHRRKKLETDGKLPPTVSKKAPSQKESVGTKLSKGSGDRHPSSKGMPLPHAEKKSRPSMANEKHLALSSSKSMPGERIKAGSGNSSQPSL.... Result: 1 (interaction). (4) The protein sequence of the target gene is MEEGFRDRAAFIRGAKDIAKEVKKHAAKKVVKGLDRVQDEYSRRSYSRFEEEDDDDDFPAPADGYYRGEGAQDEEEGGASSDATEGHDEDDEIYEGEYQGIPRAESGGKGERMADGAPLAGVRGGLSDGEGPPGGRGEAQRRKDREELAQQYETILRECGHGRFQWTLYFVLGLALMADGVEVFVVGFVLPSAEKDMCLSDSNKGMLGLIVYLGMMVGAFLWGGLADRLGRRQCLLISLSVNSVFAFFSSFVQGYGTFLFCRLLSGVGIGGSIPIVFSYFSEFLAQEKRGEHLSWLCMFW.... Result: 0 (no interaction). The miRNA is hsa-miR-4736 with sequence AGGCAGGUUAUCUGGGCUG. (5) The miRNA is hsa-miR-548ar-3p with sequence UAAAACUGCAGUUAUUUUUGC. The protein sequence of the target gene is MAEPTVCSFLTKVLCAHGGRMFLKDLRGHVELSEARLRDVLQRAGPERFLLQEVETQEGLGDAEAEAAAGAVGGGGTSAWRVVAVSSVRLCARYQRGECQACDQLHFCRRHMLGKCPNRDCWSTCTLSHDIHTPVNMQVLKSHGLFGLNENQLRILLLQNDPCLLPEVCLLYNKGEALYGYCNLKDKCNKFHVCKSFVKGECKLQTCKRSHQLIHAASLKLLQDQGLNIPSVVNFQIISTYKHMKLHKMLENTDNSSPSTEHSQGLEKQGVHAAGAAEAGPLASVPAQSAKKPCPVSCEK.... Result: 1 (interaction). (6) The miRNA is hsa-miR-7106-5p with sequence UGGGAGGAGGGGAUCUUGGG. The protein sequence of the target gene is MAAAAAAALESWQAAAPRKRRSAARRPRRREAAPRGREAAPRGREAAPRGPEAEFESDSGVVLRRIWEAEKDLFISDFWSSALETINRCLTKHLEQLKAPVGTLSDIFGNLHLDSLPEESDVATDSIPREILVTGTCHLKCVCYGIGNFATCIVARNQLTFLLLLLEKCQIPRSHCWVYDPLFSQLEIEVLNTLGVTVLSENEEGKRSIRGEPTIFYMLHCGTALYNNLLWSNWSVDALSKMVIIGNSFKGLEERLLARILQKNYPYIAKILKGLEELEFPQTSQYMDIFNDTSVHWFPV.... Result: 1 (interaction).